Dataset: Reaction yield outcomes from USPTO patents with 853,638 reactions. Task: Predict the reaction yield, written as a fraction of the theoretical maximum amount of product (1.0 means a 100% yield; for example, 0.34 means a 34% yield). (1) The reactants are [NH:1]1[C:9]2[C:4](=[CH:5][CH:6]=[C:7]([CH:10]=[O:11])[CH:8]=2)[CH:3]=[CH:2]1.N1C=CC=CC=1.[C:18](OC(=O)C)(=[O:20])[CH3:19]. The catalyst is ClCCl.C(OCC)(=O)C. The product is [C:18]([N:1]1[C:9]2[C:4](=[CH:5][CH:6]=[C:7]([CH:10]=[O:11])[CH:8]=2)[CH:3]=[CH:2]1)(=[O:20])[CH3:19]. The yield is 0.690. (2) The reactants are [CH2:1]([O:8][C:9]1[N:14]=[C:13]([O:15][CH2:16][C:17]2[CH:22]=[CH:21][CH:20]=[CH:19][CH:18]=2)[C:12]([CH:23]([CH3:25])[CH3:24])=[C:11](Cl)[N:10]=1)[C:2]1[CH:7]=[CH:6][CH:5]=[CH:4][CH:3]=1.[C:27]([CH2:29][C:30]1[CH:31]=[C:32]([CH:35]=[C:36]([CH3:38])[CH:37]=1)[C:33]#[N:34])#[N:28].[H-].[Na+].[Cl-].[NH4+]. The catalyst is CN(C=O)C. The product is [CH2:1]([O:8][C:9]1[N:10]=[C:11]([CH:29]([C:27]#[N:28])[C:30]2[CH:31]=[C:32]([CH:35]=[C:36]([CH3:38])[CH:37]=2)[C:33]#[N:34])[C:12]([CH:23]([CH3:25])[CH3:24])=[C:13]([O:15][CH2:16][C:17]2[CH:22]=[CH:21][CH:20]=[CH:19][CH:18]=2)[N:14]=1)[C:2]1[CH:7]=[CH:6][CH:5]=[CH:4][CH:3]=1. The yield is 0.940.